Dataset: Forward reaction prediction with 1.9M reactions from USPTO patents (1976-2016). Task: Predict the product of the given reaction. (1) Given the reactants Br[CH2:2][C:3]1[C:12]2[C:7](=[CH:8][CH:9]=[CH:10][CH:11]=2)[NH:6][C:5](=[O:13])[CH:4]=1.[CH3:14][C:15]1[CH:21]=[CH:20][C:18]([NH2:19])=[CH:17][CH:16]=1.[O:22]1[CH:26]=[CH:25][CH:24]=[C:23]1[C:27](Cl)=[O:28], predict the reaction product. The product is: [CH3:14][C:15]1[CH:21]=[CH:20][C:18]([N:19]([CH2:2][C:3]2[C:12]3[C:7](=[CH:8][CH:9]=[CH:10][CH:11]=3)[NH:6][C:5](=[O:13])[CH:4]=2)[C:27]([C:23]2[O:22][CH:26]=[CH:25][CH:24]=2)=[O:28])=[CH:17][CH:16]=1. (2) Given the reactants [C:1]([O:5][C:6]([N:8]1[CH2:13][C@H:12]([CH2:14][N:15]2[CH2:20][CH2:19][O:18][CH2:17][C@H:16]2[CH3:21])[N:11]([CH2:22][C:23]([OH:25])=O)[CH2:10][C@H:9]1[CH3:26])=[O:7])([CH3:4])([CH3:3])[CH3:2].[F:27][C:28]1[CH:45]=[CH:44][CH:43]=[CH:42][C:29]=1[CH2:30][C:31]1[CH:32]=[C:33]2[NH:39][CH2:38][C:37]([CH3:41])([CH3:40])[C:34]2=[N:35][CH:36]=1.F[P-](F)(F)(F)(F)F.N1(OC(N(C)C)=[N+](C)C)C2N=CC=CC=2N=N1.C(N(CC)C(C)C)(C)C.C(=O)([O-])O.[Na+], predict the reaction product. The product is: [C:1]([O:5][C:6]([N:8]1[CH2:13][C@H:12]([CH2:14][N:15]2[CH2:20][CH2:19][O:18][CH2:17][C@H:16]2[CH3:21])[N:11]([CH2:22][C:23]([N:39]2[C:33]3[C:34](=[N:35][CH:36]=[C:31]([CH2:30][C:29]4[CH:42]=[CH:43][CH:44]=[CH:45][C:28]=4[F:27])[CH:32]=3)[C:37]([CH3:41])([CH3:40])[CH2:38]2)=[O:25])[CH2:10][C@H:9]1[CH3:26])=[O:7])([CH3:3])([CH3:4])[CH3:2]. (3) Given the reactants [CH2:1]([N:8]1[CH2:17][CH2:16][C:15]2[C:14]([OH:18])=[N:13][C:12]([N:19]([CH2:22][CH3:23])[CH2:20][CH3:21])=[N:11][C:10]=2[CH2:9]1)[C:2]1[CH:7]=[CH:6][CH:5]=[CH:4][CH:3]=1.CCN(CC)CC.[S:31](O[S:31]([C:34]([F:37])([F:36])[F:35])(=[O:33])=[O:32])([C:34]([F:37])([F:36])[F:35])(=[O:33])=[O:32], predict the reaction product. The product is: [CH2:1]([N:8]1[CH2:17][CH2:16][C:15]2[C:14]([O:18][S:31]([C:34]([F:37])([F:36])[F:35])(=[O:33])=[O:32])=[N:13][C:12]([N:19]([CH2:22][CH3:23])[CH2:20][CH3:21])=[N:11][C:10]=2[CH2:9]1)[C:2]1[CH:3]=[CH:4][CH:5]=[CH:6][CH:7]=1. (4) Given the reactants [Cl:1][C:2]1[CH:10]=[C:9]([Cl:11])[CH:8]=[C:7]2[C:3]=1[C:4]([CH3:17])=[C:5]([C:12]([O:14]CC)=[O:13])[NH:6]2.[OH-].[K+].Cl, predict the reaction product. The product is: [Cl:1][C:2]1[CH:10]=[C:9]([Cl:11])[CH:8]=[C:7]2[C:3]=1[C:4]([CH3:17])=[C:5]([C:12]([OH:14])=[O:13])[NH:6]2. (5) The product is: [Cl:1][C:2]1[CH:3]=[CH:4][C:5]([C:8]2[N:12]3[CH:13]=[C:14]([C:17]4[CH:25]=[CH:24][C:20]([C:21]([N:57]5[CH2:58][CH2:59][CH:60]([NH:63][C:64](=[O:70])[O:65][C:66]([CH3:67])([CH3:69])[CH3:68])[CH2:61][CH2:62]5)=[O:22])=[CH:19][CH:18]=4)[N:15]=[CH:16][C:11]3=[N:10][CH:9]=2)=[CH:6][CH:7]=1. Given the reactants [Cl:1][C:2]1[CH:7]=[CH:6][C:5]([C:8]2[N:12]3[CH:13]=[C:14]([C:17]4[CH:25]=[CH:24][C:20]([C:21](O)=[O:22])=[CH:19][CH:18]=4)[N:15]=[CH:16][C:11]3=[N:10][CH:9]=2)=[CH:4][CH:3]=1.CN(C(ON1N=NC2C=CC=NC1=2)=[N+](C)C)C.F[P-](F)(F)(F)(F)F.CN1CCOCC1.[NH:57]1[CH2:62][CH2:61][CH:60]([NH:63][C:64](=[O:70])[O:65][C:66]([CH3:69])([CH3:68])[CH3:67])[CH2:59][CH2:58]1, predict the reaction product. (6) Given the reactants [CH3:1][C:2]1[O:6][N:5]=[C:4]([C:7]2[CH:12]=[CH:11][CH:10]=[CH:9][CH:8]=2)[C:3]=1[CH2:13][NH:14][C:15]1[CH:23]=[CH:22][C:18]([C:19]([OH:21])=O)=[CH:17][N:16]=1.[CH:24]([NH2:27])([CH3:26])[CH3:25], predict the reaction product. The product is: [CH:24]([NH:27][C:19](=[O:21])[C:18]1[CH:22]=[CH:23][C:15]([NH:14][CH2:13][C:3]2[C:4]([C:7]3[CH:8]=[CH:9][CH:10]=[CH:11][CH:12]=3)=[N:5][O:6][C:2]=2[CH3:1])=[N:16][CH:17]=1)([CH3:26])[CH3:25].